From a dataset of Reaction yield outcomes from USPTO patents with 853,638 reactions. Predict the reaction yield, written as a fraction of the theoretical maximum amount of product (1.0 means a 100% yield; for example, 0.34 means a 34% yield). (1) The reactants are [NH2:1][C:2]1[C:11]2[N:10]=[CH:9][CH:8]=[CH:7][C:6]=2[C:5]([C:12]#[N:13])=[CH:4][CH:3]=1.[Cl:14][C:15]1[CH:20]=[CH:19][C:18]([S:21](Cl)(=[O:23])=[O:22])=[C:17]([N+:25]([O-:27])=[O:26])[CH:16]=1.[H-].[Na+]. The catalyst is C1COCC1. The product is [Cl:14][C:15]1[CH:20]=[CH:19][C:18]([S:21]([NH:1][C:2]2[CH:3]=[CH:4][C:5]([C:12]#[N:13])=[C:6]3[C:11]=2[N:10]=[CH:9][CH:8]=[CH:7]3)(=[O:23])=[O:22])=[C:17]([N+:25]([O-:27])=[O:26])[CH:16]=1. The yield is 0.260. (2) The product is [F:1][C:2]1[CH:3]=[C:4]([CH3:24])[C:5]([NH:8][CH2:9][C@@H:10]2[CH2:15][CH2:14][C@H:13]([CH3:16])[CH2:12][NH:11]2)=[N:6][CH:7]=1. The yield is 0.810. The catalyst is C(Cl)Cl. The reactants are [F:1][C:2]1[CH:3]=[C:4]([CH3:24])[C:5]([NH:8][CH2:9][C@@H:10]2[CH2:15][CH2:14][C@H:13]([CH3:16])[CH2:12][N:11]2C(OC(C)(C)C)=O)=[N:6][CH:7]=1.C(O)(C(F)(F)F)=O. (3) The reactants are [Br:1][C:2]1[C:3](=[O:13])[C:4]2([CH3:12])[O:10][C:7]([CH3:11])([C:8]=1Br)[CH:6]=[CH:5]2.[CH:14]([O-:17])([CH3:16])[CH3:15].[Li+].CCCCCC.C(OCC)(=O)C.CCCCCC.P([O-])(O)(O)=O.[Na+]. The catalyst is O1CCCC1.O. The product is [Br:1][C:2]1[C:3](=[O:13])[C:4]2([CH3:12])[O:10][C:7]([CH3:11])([C:8]=1[O:17][CH:14]([CH3:16])[CH3:15])[CH:6]=[CH:5]2. The yield is 0.680. (4) The reactants are [C:1]1([C:7]2[O:8][C:9]([CH2:33][CH2:34][CH3:35])=[C:10]([CH2:12][O:13][C:14]3[CH:32]=[CH:31][C:17]([CH2:18][O:19][C:20]4[CH:25]=[CH:24][CH:23]=[CH:22][C:21]=4[CH2:26][C:27]([O:29]C)=[O:28])=[CH:16][CH:15]=3)[N:11]=2)[CH:6]=[CH:5][CH:4]=[CH:3][CH:2]=1.O1CCCC1.[OH-].[Na+].Cl. The catalyst is O.C(O)C. The yield is 0.770. The product is [C:1]1([C:7]2[O:8][C:9]([CH2:33][CH2:34][CH3:35])=[C:10]([CH2:12][O:13][C:14]3[CH:32]=[CH:31][C:17]([CH2:18][O:19][C:20]4[CH:25]=[CH:24][CH:23]=[CH:22][C:21]=4[CH2:26][C:27]([OH:29])=[O:28])=[CH:16][CH:15]=3)[N:11]=2)[CH:6]=[CH:5][CH:4]=[CH:3][CH:2]=1.